This data is from Peptide-MHC class II binding affinity with 134,281 pairs from IEDB. The task is: Regression. Given a peptide amino acid sequence and an MHC pseudo amino acid sequence, predict their binding affinity value. This is MHC class II binding data. The binding affinity (normalized) is 0.936. The MHC is DRB1_1501 with pseudo-sequence DRB1_1501. The peptide sequence is KGYMFESKSMKLRTQI.